Task: Predict the reaction yield, written as a fraction of the theoretical maximum amount of product (1.0 means a 100% yield; for example, 0.34 means a 34% yield).. Dataset: Reaction yield outcomes from USPTO patents with 853,638 reactions (1) The reactants are [N+:1]([O:4][CH2:5][CH2:6][CH2:7][C:8]([O:10][CH2:11][CH:12]([NH:20]C(OCC1C2C=CC=CC=2C2C1=CC=CC=2)=O)[C:13]([O:15][C:16]([CH3:19])([CH3:18])[CH3:17])=[O:14])=[O:9])([O-:3])=[O:2].N1CCCCC1. The catalyst is CC#N. The product is [N+:1]([O:4][CH2:5][CH2:6][CH2:7][C:8]([O:10][CH2:11][CH:12]([NH2:20])[C:13]([O:15][C:16]([CH3:18])([CH3:17])[CH3:19])=[O:14])=[O:9])([O-:3])=[O:2]. The yield is 0.700. (2) The reactants are [Cl:1][C:2]1[CH:7]=[CH:6][C:5]([N:8]([C:34](=[O:37])[CH2:35][CH3:36])[C@H:9]2[C:18]3[C:13](=[CH:14][CH:15]=[C:16]([CH:19]=[CH:20][C:21]([OH:23])=[O:22])[CH:17]=3)[N:12]([C:24](=[O:32])[C:25]3[CH:30]=[CH:29][C:28]([F:31])=[CH:27][CH:26]=3)[C@@H:11]([CH3:33])[CH2:10]2)=[CH:4][CH:3]=1.Br[C:39]1C=C2C(=CC=1)N(C(=O)C1C=CC(F)=CC=1)[C@@H](C)C[C@H]2N(C1C=CC(Cl)=CC=1)C(=O)CC.C1(P(C2C=CC=CC=2)CCCP(C2C=CC=CC=2)C2C=CC=CC=2)C=CC=CC=1.C(OC)(=O)C=C. The catalyst is CN(C=O)C.C([O-])(=O)C.[Pd+2].C([O-])(=O)C. The product is [CH3:39][O:22][C:21](=[O:23])[CH:20]=[CH:19][C:16]1[CH:17]=[C:18]2[C:13](=[CH:14][CH:15]=1)[N:12]([C:24](=[O:32])[C:25]1[CH:26]=[CH:27][C:28]([F:31])=[CH:29][CH:30]=1)[C@@H:11]([CH3:33])[CH2:10][C@H:9]2[N:8]([C:5]1[CH:6]=[CH:7][C:2]([Cl:1])=[CH:3][CH:4]=1)[C:34](=[O:37])[CH2:35][CH3:36]. The yield is 0.440. (3) The reactants are [CH:1]([P:3](=[O:17])([CH:15]=[CH2:16])[C:4]1[CH:9]=[CH:8][C:7]([N+:10]([O-:12])=[O:11])=[C:6]([O:13][CH3:14])[CH:5]=1)=[CH2:2].Cl.[CH2:19]([NH2:21])[CH3:20].[OH-].[Na+].C(N)C1C=CC=CC=1. The catalyst is C1COCC1. The product is [CH2:19]([N:21]1[CH2:16][CH2:15][P:3](=[O:17])([C:4]2[CH:9]=[CH:8][C:7]([N+:10]([O-:12])=[O:11])=[C:6]([O:13][CH3:14])[CH:5]=2)[CH2:1][CH2:2]1)[CH3:20]. The yield is 0.460. (4) The catalyst is C1COCC1.[Pd]. The reactants are CC(OC(/N=N/C(OC(C)C)=O)=O)C.[OH:15][C:16]1[CH:21]=[CH:20][C:19]([C:22]2[CH2:27][CH2:26][N:25](C(OCC3C=CC=CC=3)=O)[CH2:24][CH:23]=2)=[CH:18][CH:17]=1.O[CH2:39][CH2:40][CH2:41][N:42]1[CH2:47][CH2:46][N:45]([C:48]([O:50][C:51]([CH3:54])([CH3:53])[CH3:52])=[O:49])[CH2:44][CH2:43]1.C1(P(C2C=CC=CC=2)C2C=CC=CC=2)C=CC=CC=1. The yield is 0.560. The product is [NH:25]1[CH2:24][CH2:23][CH:22]([C:19]2[CH:18]=[CH:17][C:16]([O:15][CH2:39][CH2:40][CH2:41][N:42]3[CH2:47][CH2:46][N:45]([C:48]([O:50][C:51]([CH3:52])([CH3:54])[CH3:53])=[O:49])[CH2:44][CH2:43]3)=[CH:21][CH:20]=2)[CH2:27][CH2:26]1. (5) The reactants are S(=O)(=O)(O)O.[Cl:6][C:7]1[CH:8]=[C:9]([CH:21]=[CH:22][C:23]=1[Cl:24])[CH2:10][NH:11][C:12](=[NH:20])[CH:13](OCC)OCC.ClC1C=C2C(=CC=1Cl)C(N)=NC=C2. No catalyst specified. The product is [Cl:6][C:7]1[C:23]([Cl:24])=[CH:22][CH:21]=[C:9]2[C:8]=1[CH:13]=[C:12]([NH2:20])[N:11]=[CH:10]2. The yield is 0.860. (6) The reactants are [O:1]=[C:2]1[NH:18][C:5]2=[N:6][CH:7]=[C:8]([C:10]3[CH:17]=[CH:16][C:13]([C:14]#[N:15])=[CH:12][CH:11]=3)[N:9]=[C:4]2[N:3]1[CH2:19][CH2:20][CH:21]1[CH2:26][CH2:25][O:24][CH2:23][CH2:22]1.Br[C:28]1[N:33]=C2N(CCC3CCOCC3)C(=O)NC2=N[CH:29]=1.C(C1C=CC(B(O)O)=CC=1)#[N:47].C(=O)([O-])[O-].[Na+].[Na+]. The catalyst is O1CCOCC1.O. The product is [CH3:29][C:28]1[NH:33][N:47]=[C:14]([C:13]2[CH:12]=[CH:11][C:10]([C:8]3[N:9]=[C:4]4[N:3]([CH2:19][CH2:20][CH:21]5[CH2:26][CH2:25][O:24][CH2:23][CH2:22]5)[C:2](=[O:1])[NH:18][C:5]4=[N:6][CH:7]=3)=[CH:17][CH:16]=2)[N:15]=1. The yield is 0.460. (7) The reactants are [NH:1]1[C:9]2[C:4](=[CH:5][CH:6]=[CH:7][CH:8]=2)[CH2:3][C:2]1=[O:10].Cl[C:12]1[CH:19]=[CH:18][C:15]([C:16]#[N:17])=[CH:14][CH:13]=1.C(=O)([O-])[O-].[K+].[K+].CC1(C)CCCCC(C)(C)P1C1C=CC=CC=1C1C(C(C)C)=CC(C(C)C)=CC=1C(C)C. The catalyst is C1C=CC(/C=C/C(/C=C/C2C=CC=CC=2)=O)=CC=1.C1C=CC(/C=C/C(/C=C/C2C=CC=CC=2)=O)=CC=1.C1C=CC(/C=C/C(/C=C/C2C=CC=CC=2)=O)=CC=1.[Pd].[Pd].O1CCCC1. The product is [O:10]=[C:2]1[CH2:3][C:4]2[C:9](=[CH:8][CH:7]=[CH:6][CH:5]=2)[N:1]1[C:12]1[CH:19]=[CH:18][C:15]([C:16]#[N:17])=[CH:14][CH:13]=1. The yield is 0.710.